From a dataset of Retrosynthesis with 50K atom-mapped reactions and 10 reaction types from USPTO. Predict the reactants needed to synthesize the given product. (1) Given the product CCc1ccc2ccc(F)cc2c1C=O, predict the reactants needed to synthesize it. The reactants are: CN(C)C=O.O=Cc1c(Br)ccc2ccc(F)cc12. (2) The reactants are: CS(=O)(=O)Cl.OC[C@@H]1COc2ccccc2O1. Given the product CS(=O)(=O)OC[C@@H]1COc2ccccc2O1, predict the reactants needed to synthesize it. (3) Given the product CC(=O)N1CCN(C(=O)Cc2cc(Cl)cc3c(-c4ccccc4)onc23)CC1, predict the reactants needed to synthesize it. The reactants are: CC(=O)N1CCNCC1.O=C(O)Cc1cc(Cl)cc2c(-c3ccccc3)onc12. (4) Given the product O=C(c1cc(Cl)c(O)c(Cl)c1)N1CCOc2ccc(C(F)(F)F)cc21, predict the reactants needed to synthesize it. The reactants are: FC(F)(F)c1ccc2c(c1)NCCO2.O=C(Cl)c1cc(Cl)c(O)c(Cl)c1. (5) Given the product O=C(Nc1nccs1)C(CC1CCCC1)c1ccc(-c2cccnc2)cc1, predict the reactants needed to synthesize it. The reactants are: Nc1nccs1.O=C(O)C(CC1CCCC1)c1ccc(-c2cccnc2)cc1.